From a dataset of NCI-60 drug combinations with 297,098 pairs across 59 cell lines. Regression. Given two drug SMILES strings and cell line genomic features, predict the synergy score measuring deviation from expected non-interaction effect. (1) Drug 1: CC(C)(C#N)C1=CC(=CC(=C1)CN2C=NC=N2)C(C)(C)C#N. Drug 2: CC12CCC3C(C1CCC2OP(=O)(O)O)CCC4=C3C=CC(=C4)OC(=O)N(CCCl)CCCl.[Na+]. Cell line: OVCAR-8. Synergy scores: CSS=-1.46, Synergy_ZIP=1.41, Synergy_Bliss=0.319, Synergy_Loewe=-2.44, Synergy_HSA=-2.98. (2) Drug 1: CC1=C2C(C(=O)C3(C(CC4C(C3C(C(C2(C)C)(CC1OC(=O)C(C(C5=CC=CC=C5)NC(=O)OC(C)(C)C)O)O)OC(=O)C6=CC=CC=C6)(CO4)OC(=O)C)O)C)O. Drug 2: C1CCC(C(C1)N)N.C(=O)(C(=O)[O-])[O-].[Pt+4]. Cell line: HCC-2998. Synergy scores: CSS=44.6, Synergy_ZIP=-7.25, Synergy_Bliss=-6.82, Synergy_Loewe=-7.77, Synergy_HSA=-3.30.